Dataset: NCI-60 drug combinations with 297,098 pairs across 59 cell lines. Task: Regression. Given two drug SMILES strings and cell line genomic features, predict the synergy score measuring deviation from expected non-interaction effect. Drug 1: C1CC(C1)(C(=O)O)C(=O)O.[NH2-].[NH2-].[Pt+2]. Drug 2: C1CNP(=O)(OC1)N(CCCl)CCCl. Cell line: COLO 205. Synergy scores: CSS=0.670, Synergy_ZIP=-1.82, Synergy_Bliss=-1.79, Synergy_Loewe=0.227, Synergy_HSA=-4.43.